From a dataset of Full USPTO retrosynthesis dataset with 1.9M reactions from patents (1976-2016). Predict the reactants needed to synthesize the given product. (1) Given the product [CH3:1][C:2]1[CH:7]=[C:6]([CH3:8])[NH:5][C:4](=[O:9])[C:3]=1[CH2:10][NH:11][C:12]([C:14]1[C:15]2[CH:25]=[N:24][N:23]([CH:26]([CH3:27])[CH3:28])[C:16]=2[N:17]=[C:18]([C:20]([NH:34][CH3:33])=[O:21])[CH:19]=1)=[O:13], predict the reactants needed to synthesize it. The reactants are: [CH3:1][C:2]1[CH:7]=[C:6]([CH3:8])[NH:5][C:4](=[O:9])[C:3]=1[CH2:10][NH:11][C:12]([C:14]1[CH:19]=[C:18]([C:20](O)=[O:21])[N:17]=[C:16]2[N:23]([CH:26]([CH3:28])[CH3:27])[N:24]=[CH:25][C:15]=12)=[O:13].CN.C1C[N:34]([P+](ON2N=NC3C=CC=CC2=3)(N2CCCC2)N2CCCC2)[CH2:33]C1.F[P-](F)(F)(F)(F)F.O. (2) Given the product [CH3:8][S:7]([C:1]1[CH:6]=[CH:5][CH:4]=[CH:3][CH:2]=1)=[O:14], predict the reactants needed to synthesize it. The reactants are: [C:1]1([S:7][CH3:8])[CH:6]=[CH:5][CH:4]=[CH:3][CH:2]=1.CO.C1C(=O)N(Br)C(=[O:14])C1.C([O-])(O)=O.[Na+]. (3) Given the product [C:20]([O:19][C:17]([N:14]1[CH2:15][CH2:16][CH:11]([C:6]2[C:5]3[C:9](=[CH:10][C:2]([Cl:1])=[CH:3][CH:4]=3)[NH:8][CH:7]=2)[CH2:12][CH2:13]1)=[O:18])([CH3:23])([CH3:22])[CH3:21], predict the reactants needed to synthesize it. The reactants are: [Cl:1][C:2]1[CH:10]=[C:9]2[C:5]([C:6]([CH:11]3[CH2:16][CH2:15][NH:14][CH2:13][CH2:12]3)=[CH:7][NH:8]2)=[CH:4][CH:3]=1.[C:17](O[C:17]([O:19][C:20]([CH3:23])([CH3:22])[CH3:21])=[O:18])([O:19][C:20]([CH3:23])([CH3:22])[CH3:21])=[O:18].